The task is: Regression/Classification. Given a drug SMILES string, predict its absorption, distribution, metabolism, or excretion properties. Task type varies by dataset: regression for continuous measurements (e.g., permeability, clearance, half-life) or binary classification for categorical outcomes (e.g., BBB penetration, CYP inhibition). Dataset: cyp2d6_veith.. This data is from CYP2D6 inhibition data for predicting drug metabolism from PubChem BioAssay. The compound is Cn1cccc1C(=O)N1CCC2(CCN(C(=O)Nc3cccc(C#N)c3)CC2)CC1. The result is 0 (non-inhibitor).